This data is from Reaction yield outcomes from USPTO patents with 853,638 reactions. The task is: Predict the reaction yield, written as a fraction of the theoretical maximum amount of product (1.0 means a 100% yield; for example, 0.34 means a 34% yield). (1) The reactants are [N+]([C:4]1[CH:11]=[CH:10][CH:9]=[C:8]([N+:12]([O-:14])=[O:13])[C:5]=1[C:6]#[N:7])([O-])=O.[CH3:15][O:16][C@H:17]1[C@@H:21]2[O:22][C:23]([CH3:26])([CH3:25])[O:24][C@@H:20]2[C@@H:19]([CH2:27][OH:28])[O:18]1. No catalyst specified. The product is [CH3:15][O:16][C@H:17]1[C@@H:21]2[O:22][C:23]([CH3:26])([CH3:25])[O:24][C@@H:20]2[C@@H:19]([CH2:27][O:28][C:4]2[CH:11]=[CH:10][CH:9]=[C:8]([N+:12]([O-:14])=[O:13])[C:5]=2[C:6]#[N:7])[O:18]1. The yield is 0.700. (2) The reactants are [Br:1][C:2]1[CH:3]=[C:4]([N:8]2[C:16]3[CH:15]=[C:14]([O:17][CH3:18])[N:13]=[CH:12][C:11]=3[C:10]([C:19]([OH:21])=O)=[N:9]2)[CH:5]=[CH:6][CH:7]=1.[Cl-].[NH4+:23]. No catalyst specified. The product is [Br:1][C:2]1[CH:3]=[C:4]([N:8]2[C:16]3[CH:15]=[C:14]([O:17][CH3:18])[N:13]=[CH:12][C:11]=3[C:10]([C:19]([NH2:23])=[O:21])=[N:9]2)[CH:5]=[CH:6][CH:7]=1. The yield is 0.960. (3) The yield is 0.430. The catalyst is O1CCOCC1.C([O-])(=O)C.C([O-])(=O)C.[Pd+2]. The product is [Cl:24][C:5]1[C:6]([N:8]([CH3:23])[CH:9]2[CH2:14][CH2:13][N:12]([C:15]3[CH:22]=[CH:21][C:18]([C:19]#[N:20])=[CH:17][N:16]=3)[CH2:11][CH2:10]2)=[N:7][C:2]([NH:37][C:31]2[CH:32]=[CH:33][C:34]3[C:29]([CH:30]=2)=[N:28][N:27]([CH3:26])[C:35]=3[CH3:36])=[N:3][CH:4]=1. The reactants are Cl[C:2]1[N:7]=[C:6]([N:8]([CH3:23])[CH:9]2[CH2:14][CH2:13][N:12]([C:15]3[CH:22]=[CH:21][C:18]([C:19]#[N:20])=[CH:17][N:16]=3)[CH2:11][CH2:10]2)[C:5]([Cl:24])=[CH:4][N:3]=1.Cl.[CH3:26][N:27]1[C:35]([CH3:36])=[C:34]2[C:29]([CH:30]=[C:31]([NH2:37])[CH:32]=[CH:33]2)=[N:28]1.C1C=CC(P(C2C(C3C(P(C4C=CC=CC=4)C4C=CC=CC=4)=CC=C4C=3C=CC=C4)=C3C(C=CC=C3)=CC=2)C2C=CC=CC=2)=CC=1.C(=O)([O-])[O-].[Cs+].[Cs+]. (4) The reactants are C[O:2][C:3]([C:5]1[S:9][C:8]([O:10][C:11]2[CH:12]=[C:13]3[C:18](=[CH:19][CH:20]=2)[O:17][CH:16]([C:21]2[CH:26]=[CH:25][CH:24]=[CH:23][C:22]=2[CH3:27])[CH2:15][CH2:14]3)=[N:7][CH:6]=1)=[O:4].[OH-].[Li+:29]. The catalyst is O1CCCC1.CO.O. The product is [Li+:29].[C:22]1([CH3:27])[CH:23]=[CH:24][CH:25]=[CH:26][C:21]=1[CH:16]1[CH2:15][CH2:14][C:13]2[C:18](=[CH:19][CH:20]=[C:11]([O:10][C:8]3[S:9][C:5]([C:3]([O-:4])=[O:2])=[CH:6][N:7]=3)[CH:12]=2)[O:17]1. The yield is 1.00. (5) The reactants are Br[CH2:2][C:3]1[CH:8]=[CH:7][C:6]([N+:9]([O-:11])=[O:10])=[CH:5][CH:4]=1.[P:12]([O:19]CC)([O:16][CH2:17][CH3:18])[O:13][CH2:14][CH3:15]. No catalyst specified. The product is [N+:9]([C:6]1[CH:7]=[CH:8][C:3]([CH2:2][P:12](=[O:19])([O:16][CH2:17][CH3:18])[O:13][CH2:14][CH3:15])=[CH:4][CH:5]=1)([O-:11])=[O:10]. The yield is 0.890. (6) The reactants are [Cl:1][C:2]1[N:7]=[CH:6][C:5]([CH:8]([N:12]2[CH:16]=[C:15]([C:17]3[C:18]4[CH:25]=[CH:24][N:23](COCC[Si](C)(C)C)[C:19]=4[N:20]=[CH:21][N:22]=3)[CH:14]=[N:13]2)[CH2:9][C:10]#[N:11])=[CH:4][CH:3]=1.C(O)(C(F)(F)F)=O.C(Cl)Cl.CO.C(N)CN. No catalyst specified. The product is [Cl:1][C:2]1[N:7]=[CH:6][C:5]([CH:8]([N:12]2[CH:16]=[C:15]([C:17]3[C:18]4[CH:25]=[CH:24][NH:23][C:19]=4[N:20]=[CH:21][N:22]=3)[CH:14]=[N:13]2)[CH2:9][C:10]#[N:11])=[CH:4][CH:3]=1. The yield is 0.690. (7) The reactants are [CH:1]1([CH2:4][O:5][C:6]2[CH:11]=[CH:10][C:9]([S:12]([CH3:15])(=[O:14])=[O:13])=[CH:8][C:7]=2[C:16]2[C:25]3[C:20](=[CH:21][CH:22]=[C:23](F)[CH:24]=3)[C:19](=[O:27])[N:18]([CH3:28])[CH:17]=2)[CH2:3][CH2:2]1.C[O-].[Na+].C[C:33](=O)[O:34]CC. The catalyst is CN(C)C(=O)C.CO.CCCCCC. The product is [CH:1]1([CH2:4][O:5][C:6]2[CH:11]=[CH:10][C:9]([S:12]([CH3:15])(=[O:14])=[O:13])=[CH:8][C:7]=2[C:16]2[C:25]3[C:20](=[CH:21][CH:22]=[C:23]([O:34][CH3:33])[CH:24]=3)[C:19](=[O:27])[N:18]([CH3:28])[CH:17]=2)[CH2:3][CH2:2]1. The yield is 0.740.